This data is from Skin sensitization/reaction prediction data. The task is: Regression/Classification. Given a drug SMILES string, predict its toxicity properties. Task type varies by dataset: regression for continuous values (e.g., LD50, hERG inhibition percentage) or binary classification for toxic/non-toxic outcomes (e.g., AMES mutagenicity, cardiotoxicity, hepatotoxicity). Dataset: skin_reaction. (1) The compound is CC(CC=O)CCCC(C)(C)O. The result is 1 (causes skin reaction). (2) The drug is CCOC(=O)CC(=O)c1cc(F)c(Cl)nc1Cl. The result is 0 (no skin reaction). (3) The drug is CCOC(=O)c1ccc(CBr)cc1. The result is 1 (causes skin reaction). (4) The molecule is OCCCCCCCl. The result is 0 (no skin reaction). (5) The compound is CC(C)(c1ccc(OCC2CO2)cc1)c1ccc(OCC2CO2)cc1. The result is 1 (causes skin reaction).